Dataset: Catalyst prediction with 721,799 reactions and 888 catalyst types from USPTO. Task: Predict which catalyst facilitates the given reaction. (1) Reactant: [NH2:1][C:2]1[C:3]2[N:10]([C:11]3[CH:16]=[CH:15][C:14]([NH2:17])=[C:13]([O:18][CH3:19])[CH:12]=3)[N:9]=[C:8]([CH:20]3[CH2:25][CH2:24][N:23](C(OC(C)(C)C)=O)[CH2:22][CH2:21]3)[C:4]=2[N:5]=[CH:6][N:7]=1.[C:33]1([S:39](Cl)(=[O:41])=[O:40])[CH:38]=[CH:37][CH:36]=[CH:35][CH:34]=1.NC1C2N(C3C=CC(NC(C4N(C)C5C(C=4)=CC=CC=5)=O)=C(OC)C=3)N=C(C3CCNCC3)C=2N=CN=1.CO[C@@H]1[C@@H:95]([C:96]([O:98]C)=[O:97])[C@@H]2[C@@H](CN3[C@H](C2)C2NC4C=C(OC)C=CC=4C=2CC3)C[C@H]1[O:98][C:96]([C:95]1C=C(OC)C(OC)=C(OC)C=1)=[O:97]. Product: [C:96]([OH:98])(=[O:97])[CH3:95].[C:96]([OH:98])(=[O:97])[CH3:95].[NH2:1][C:2]1[C:3]2[N:10]([C:11]3[CH:16]=[CH:15][C:14]([NH:17][S:39]([C:33]4[CH:38]=[CH:37][CH:36]=[CH:35][CH:34]=4)(=[O:41])=[O:40])=[C:13]([O:18][CH3:19])[CH:12]=3)[N:9]=[C:8]([CH:20]3[CH2:21][CH2:22][NH:23][CH2:24][CH2:25]3)[C:4]=2[N:5]=[CH:6][N:7]=1. The catalyst class is: 10. (2) Reactant: [C:1]([C:3]1[CH:31]=[CH:30][C:6]([O:7][CH2:8][CH:9]([OH:29])[CH2:10][N:11]2[CH2:18][CH:17]3[CH2:19][CH:13]([CH2:14][N:15]([C:20]([NH:22][CH2:23][C:24](OCC)=[O:25])=[O:21])[CH2:16]3)[CH2:12]2)=[CH:5][CH:4]=1)#[N:2].[CH2:32]([NH2:35])[CH2:33][CH3:34].[C-]#N.[Na+]. Product: [C:1]([C:3]1[CH:4]=[CH:5][C:6]([O:7][CH2:8][CH:9]([OH:29])[CH2:10][N:11]2[CH2:18][CH:17]3[CH2:19][CH:13]([CH2:14][N:15]([C:20]([NH:22][CH2:23][C:24](=[O:25])[NH:35][CH2:32][CH2:33][CH3:34])=[O:21])[CH2:16]3)[CH2:12]2)=[CH:30][CH:31]=1)#[N:2]. The catalyst class is: 5. (3) Reactant: N([C:8]([O:10][CH2:11][CH3:12])=O)=N[C:8]([O:10][CH2:11][CH3:12])=O.[C:13]1(P(C2C=CC=CC=2)C2C=CC=CC=2)[CH:18]=CC=C[CH:14]=1.[N+:32]([C:35]1[CH:43]=[CH:42][C:38]([C:39]([OH:41])=[O:40])=[CH:37][CH:36]=1)([O-:34])=[O:33]. Product: [N+:32]([C:35]1[CH:36]=[CH:37][C:38]([C:39]([OH:41])=[O:40])=[CH:42][CH:43]=1)([O-:34])=[O:33].[O:10]1[C@@H:8]2[C@@H:11]1[CH2:12][CH2:14][CH2:13][CH2:18]2. The catalyst class is: 260. (4) Reactant: [CH3:1][N:2]([C:7]1[N:12]=[C:11]([C:13]2[CH:18]=[CH:17][C:16]([F:19])=[CH:15][CH:14]=2)[C:10](/[CH:20]=[CH:21]/[C@H:22]2[O:27][C:26](C)([CH3:28])[O:25][C@@H:24](CC(N(OC)C)=O)[CH2:23]2)=[C:9]([CH:37]([CH3:39])[CH3:38])[N:8]=1)[S:3]([CH3:6])(=[O:5])=[O:4].[N+]([O-])(O)=[O:41]. Product: [CH3:1][N:2]([C:7]1[N:12]=[C:11]([C:13]2[CH:18]=[CH:17][C:16]([F:19])=[CH:15][CH:14]=2)[C:10](/[CH:20]=[CH:21]/[C@H:22]2[O:27][C:26](=[O:41])[CH2:28][C@H:24]([OH:25])[CH2:23]2)=[C:9]([CH:37]([CH3:39])[CH3:38])[N:8]=1)[S:3]([CH3:6])(=[O:4])=[O:5]. The catalyst class is: 10. (5) Reactant: CC(C)([O-])C.[Na+].[C:7]([O:17][C:18]([CH3:21])([CH3:20])[CH3:19])(=[O:16])[CH2:8][C:9]([O:11][C:12]([CH3:15])([CH3:14])[CH3:13])=[O:10].[CH3:22][C@@H:23]1[CH2:27][C@H:26](OS(C)(=O)=O)[CH2:25][C@@H:24]1[C:33]([O:35][CH2:36][CH3:37])=[O:34]. Product: [CH2:36]([O:35][C:33]([C@@H:24]1[C@H:23]([CH3:22])[CH2:27][C@@H:26]([CH:8]([C:9]([O:11][C:12]([CH3:13])([CH3:14])[CH3:15])=[O:10])[C:7]([O:17][C:18]([CH3:21])([CH3:20])[CH3:19])=[O:16])[CH2:25]1)=[O:34])[CH3:37]. The catalyst class is: 1. (6) Reactant: [CH3:1][C:2]1[CH:3]=[CH:4][C:5]2[NH:10][CH2:9][CH2:8][O:7][C:6]=2[CH:11]=1.[N:12]([O-])=[O:13].[Na+]. Product: [CH3:1][C:2]1[CH:3]=[CH:4][C:5]2[N:10]([N:12]=[O:13])[CH2:9][CH2:8][O:7][C:6]=2[CH:11]=1. The catalyst class is: 126. (7) Reactant: [O:1]1[CH:5]=[CH:4][CH:3]=[C:2]1[C:6]([OH:8])=[O:7].[Li+].CC([N-]C(C)C)C.[P:17](Cl)([O:22][CH2:23][CH3:24])([O:19][CH2:20][CH3:21])=[O:18]. Product: [CH2:20]([O:19][P:17]([C:5]1[O:1][C:2]([C:6]([OH:8])=[O:7])=[CH:3][CH:4]=1)([O:22][CH2:23][CH3:24])=[O:18])[CH3:21]. The catalyst class is: 1. (8) Reactant: [Cl:1][C:2]1[C:3]([N:10]2[CH2:15][CH2:14][N:13]([C:16]([O:18][C:19]([CH3:22])([CH3:21])[CH3:20])=[O:17])[CH2:12][CH2:11]2)=[N:4][CH:5]=[C:6]([C:8]#[N:9])[CH:7]=1.[NH2:23][OH:24]. Product: [Cl:1][C:2]1[C:3]([N:10]2[CH2:15][CH2:14][N:13]([C:16]([O:18][C:19]([CH3:22])([CH3:21])[CH3:20])=[O:17])[CH2:12][CH2:11]2)=[N:4][CH:5]=[C:6]([C:8]([NH:23][OH:24])=[NH:9])[CH:7]=1. The catalyst class is: 14. (9) Reactant: [Br:1][C:2]1[C:3]([C:7]2[CH:12]=[CH:11][N:10]=[CH:9][CH:8]=2)=[N:4][NH:5][CH:6]=1.[H-].[Na+].Cl[C:16]1[CH:23]=[CH:22][C:19]([C:20]#[N:21])=[CH:18][N:17]=1. Product: [Br:1][C:2]1[C:3]([C:7]2[CH:12]=[CH:11][N:10]=[CH:9][CH:8]=2)=[N:4][N:5]([C:16]2[CH:23]=[CH:22][C:19]([C:20]#[N:21])=[CH:18][N:17]=2)[CH:6]=1. The catalyst class is: 18. (10) Reactant: [Br:1][C:2]1[N:7]2[CH:8]=[C:9]([CH:11]=O)[N:10]=[C:6]2[C:5]([N:13]2[CH2:18][CH2:17][O:16][CH2:15][CH2:14]2)=[N:4][CH:3]=1.[C:19]([O-])([O-])=O.[K+].[K+].COP(C(=[N+]=[N-])C(=O)C)(=O)OC. Product: [Br:1][C:2]1[N:7]2[CH:8]=[C:9]([C:11]#[CH:19])[N:10]=[C:6]2[C:5]([N:13]2[CH2:18][CH2:17][O:16][CH2:15][CH2:14]2)=[N:4][CH:3]=1. The catalyst class is: 5.